This data is from Forward reaction prediction with 1.9M reactions from USPTO patents (1976-2016). The task is: Predict the product of the given reaction. (1) Given the reactants [O:1]([C:8]1[CH:13]=[CH:12][C:11]([OH:14])=[CH:10][CH:9]=1)[C:2]1[CH:7]=[CH:6][CH:5]=[CH:4][CH:3]=1.C(=O)([O-])[O-].[K+].[K+].[CH3:21][C:22](=[O:25])CC.BrCCO, predict the reaction product. The product is: [O:1]([C:8]1[CH:9]=[CH:10][C:11]([O:14][CH2:21][CH2:22][OH:25])=[CH:12][CH:13]=1)[C:2]1[CH:7]=[CH:6][CH:5]=[CH:4][CH:3]=1. (2) Given the reactants C1(S([CH:10]([F:27])/[C:11](=[N:19]\S(C(C)(C)C)(=O)=O)/[C:12]2[CH:17]=[CH:16][CH:15]=[C:14]([Br:18])[CH:13]=2)(=O)=O)C=CC=CC=1.OP([O-])([O-])=O.[Na+].[Na+].[ClH:35].O1CCOCC1, predict the reaction product. The product is: [ClH:35].[Br:18][C:14]1[CH:13]=[C:12]([C@H:11]([NH2:19])[CH2:10][F:27])[CH:17]=[CH:16][CH:15]=1. (3) Given the reactants [NH2:1][C:2]1[CH:9]=[CH:8][CH:7]=[C:6]([C:10]#[C:11][C:12]([CH3:15])([CH3:14])[CH3:13])[C:3]=1[C:4]#[N:5], predict the reaction product. The product is: [NH2:1][C:2]1[CH:9]=[CH:8][CH:7]=[C:6]([CH2:10][CH2:11][C:12]([CH3:15])([CH3:14])[CH3:13])[C:3]=1[C:4]#[N:5]. (4) Given the reactants CI.[K].[Cs].[C:5](=O)([O-])[O-].[OH:9][C:10]1[CH:19]=[C:18]2[C:13]([CH:14]=[C:15]([C:21]([O:23][CH3:24])=[O:22])[C:16](=[O:20])[O:17]2)=[CH:12][CH:11]=1, predict the reaction product. The product is: [CH3:5][O:9][C:10]1[CH:19]=[C:18]2[C:13]([CH:14]=[C:15]([C:21]([O:23][CH3:24])=[O:22])[C:16](=[O:20])[O:17]2)=[CH:12][CH:11]=1. (5) The product is: [NH2:17][C:7]1[CH:8]=[C:9]([S:12]([NH:15][CH3:16])(=[O:13])=[O:14])[CH:10]=[CH:11][C:6]=1[S:5][CH2:3][CH3:4]. Given the reactants [BH4-].[Na+].[CH2:3]([S:5][C:6]1[CH:11]=[CH:10][C:9]([S:12]([NH:15][CH3:16])(=[O:14])=[O:13])=[CH:8][C:7]=1[N+:17]([O-])=O)[CH3:4], predict the reaction product. (6) Given the reactants [CH2:1]([C:3]1([CH2:25][CH3:26])[C:7](=[O:8])[O:6][CH:5]([CH2:9][CH2:10][N:11]2[CH2:16][CH2:15][N:14]([C:17]3[CH:24]=[CH:23][CH:22]=[CH:21][C:18]=3[C:19]#N)[CH2:13][CH2:12]2)[CH2:4]1)[CH3:2].[F:27]C1C=CC(CN2CCNCC2)=CC=1.N1(C2C=CC=CC=2C#N)CCNCC1, predict the reaction product. The product is: [CH2:1]([C:3]1([CH2:25][CH3:26])[CH2:4][CH:5]([CH2:9][CH2:10][N:11]2[CH2:16][CH2:15][N:14]([CH2:17][C:18]3[CH:21]=[CH:22][C:23]([F:27])=[CH:24][CH:19]=3)[CH2:13][CH2:12]2)[O:6][C:7]1=[O:8])[CH3:2].